This data is from Reaction yield outcomes from USPTO patents with 853,638 reactions. The task is: Predict the reaction yield, written as a fraction of the theoretical maximum amount of product (1.0 means a 100% yield; for example, 0.34 means a 34% yield). (1) The reactants are Cl[CH2:2][CH2:3][NH:4][C:5]1[CH:9]=[CH:8][NH:7][N:6]=1.[CH3:10][NH:11][CH3:12]. The catalyst is CO. The product is [CH3:10][N:11]([CH3:12])[CH2:2][CH2:3][NH:4][C:5]1[CH:9]=[CH:8][NH:7][N:6]=1. The yield is 1.00. (2) The reactants are CS(Cl)(=O)=O.[Cl:6][C:7]1[C:15]2[N:14]=[C:13]([NH:16][C:17]3[C:22]([Cl:23])=[CH:21][C:20]([Cl:24])=[CH:19][N:18]=3)[N:12]([CH2:25][CH2:26][CH2:27]O)[C:11]=2[C:10]([C:29]([O:31][CH3:32])=[O:30])=[CH:9][CH:8]=1.S([O-])(=O)(=O)C.C(=O)([O-])[O-].[K+].[K+]. The catalyst is O1CCCC1.C(=O)([O-])O.[Na+].CN(C)C=O.O.C(N(CC)CC)C. The product is [Cl:6][C:7]1[CH:8]=[CH:9][C:10]([C:29]([O:31][CH3:32])=[O:30])=[C:11]2[C:15]=1[N:14]=[C:13]1[N:16]([C:17]3[C:22]([Cl:23])=[CH:21][C:20]([Cl:24])=[CH:19][N:18]=3)[CH2:27][CH2:26][CH2:25][N:12]21. The yield is 0.750. (3) The reactants are [CH3:1][O:2][C@H:3]1[C@@H:9]2[O:10][CH2:11][C@H:12]([O:13]C(C3C=CC=CC=3)=O)[C@@H:8]2[O:7][C@@H:4]1[O:5][CH3:6].[OH-].[Na+]. The catalyst is CO.C(OCC)(=O)C. The product is [CH3:1][O:2][C@H:3]1[C@@H:9]2[O:10][CH2:11][C@@H:12]([OH:13])[C@@H:8]2[O:7][C@@H:4]1[O:5][CH3:6]. The yield is 0.850. (4) The reactants are [Cl:1][C:2]1[CH:9]=[C:8]([O:10][CH2:11][CH2:12][CH2:13][CH:14]2[CH2:19][CH2:18][N:17]([CH3:20])[CH2:16][CH2:15]2)[CH:7]=[CH:6][C:3]=1[CH:4]=O.[CH3:21][C:22]1[CH:27]=[C:26]([CH3:28])[CH:25]=[C:24]([NH2:29])[C:23]=1[NH2:30]. No catalyst specified. The product is [Cl:1][C:2]1[CH:9]=[C:8]([O:10][CH2:11][CH2:12][CH2:13][CH:14]2[CH2:19][CH2:18][N:17]([CH3:20])[CH2:16][CH2:15]2)[CH:7]=[CH:6][C:3]=1[C:4]1[NH:29][C:24]2[CH:25]=[C:26]([CH3:28])[CH:27]=[C:22]([CH3:21])[C:23]=2[N:30]=1. The yield is 0.870. (5) The yield is 0.810. The product is [CH3:33][N:34]([CH2:3][C:4]1[N:13]=[C:12]([NH:14][C:15]2[CH:20]=[CH:19][CH:18]=[C:17]([C:21]3[N:22]=[C:23]([CH3:26])[S:24][CH:25]=3)[CH:16]=2)[C:11]2[C:6](=[CH:7][C:8]([O:30][CH2:31][CH3:32])=[C:9]([O:27][CH2:28][CH3:29])[CH:10]=2)[N:5]=1)[CH3:35]. The catalyst is O1CCOCC1. The reactants are Cl.Cl[CH2:3][C:4]1[N:13]=[C:12]([NH:14][C:15]2[CH:20]=[CH:19][CH:18]=[C:17]([C:21]3[N:22]=[C:23]([CH3:26])[S:24][CH:25]=3)[CH:16]=2)[C:11]2[C:6](=[CH:7][C:8]([O:30][CH2:31][CH3:32])=[C:9]([O:27][CH2:28][CH3:29])[CH:10]=2)[N:5]=1.[CH3:33][NH:34][CH3:35]. (6) The reactants are [CH3:1][C:2]1[C:6]2[C:7](=[O:18])[N:8]([CH2:11][CH2:12][N:13]3[CH2:17][CH2:16][CH2:15][CH2:14]3)[CH2:9][CH2:10][C:5]=2[NH:4][C:3]=1[CH:19]=O.[F:21][C:22]1[CH:23]=[C:24]2[C:28](=[CH:29][C:30]=1[NH:31][C:32](=[O:35])[CH2:33][OH:34])[NH:27][C:26](=[O:36])[CH2:25]2. No catalyst specified. The product is [F:21][C:22]1[CH:23]=[C:24]2[C:28](=[CH:29][C:30]=1[NH:31][C:32](=[O:35])[CH2:33][OH:34])[NH:27][C:26](=[O:36])[C:25]2=[CH:19][C:3]1[NH:4][C:5]2[CH2:10][CH2:9][N:8]([CH2:11][CH2:12][N:13]3[CH2:14][CH2:15][CH2:16][CH2:17]3)[C:7](=[O:18])[C:6]=2[C:2]=1[CH3:1]. The yield is 0.430. (7) The reactants are [CH2:1]([C@H:8]([NH:39][C:40](=[O:47])[C@H:41]([CH2:43][CH:44]([CH3:46])[CH3:45])[NH2:42])[C@@H:9]([OH:38])[CH2:10][C@@H:11]([NH:25][C:26](=[O:37])[C@H:27]([C:33]([CH3:36])([CH3:35])[CH3:34])[NH:28][C:29]([O:31][CH3:32])=[O:30])[CH2:12][C:13]1[CH:18]=[CH:17][C:16]([C:19]2[CH:24]=[CH:23][CH:22]=[CH:21][N:20]=2)=[CH:15][CH:14]=1)[C:2]1[CH:7]=[CH:6][CH:5]=[CH:4][CH:3]=1.Cl[C:49]([O:51][CH3:52])=[O:50].C(N(CC)CC)C. The catalyst is ClCCl. The product is [CH3:52][O:51][C:49](=[O:50])[NH:42][C@@H:41]([CH2:43][CH:44]([CH3:45])[CH3:46])[C:40](=[O:47])[NH:39][C@@H:8]([CH2:1][C:2]1[CH:7]=[CH:6][CH:5]=[CH:4][CH:3]=1)[C@@H:9]([OH:38])[CH2:10][C@H:11]([CH2:12][C:13]1[CH:18]=[CH:17][C:16]([C:19]2[CH:24]=[CH:23][CH:22]=[CH:21][N:20]=2)=[CH:15][CH:14]=1)[NH:25][C:26](=[O:37])[C@H:27]([C:33]([CH3:36])([CH3:35])[CH3:34])[NH:28][C:29](=[O:30])[O:31][CH3:32]. The yield is 0.570. (8) The reactants are [Br:1][C:2]1[CH:7]=[C:6]([C:8]([CH3:11])([CH3:10])[CH3:9])[CH:5]=[CH:4][C:3]=1[NH2:12].[N+:13]([O-])([O-:15])=[O:14].[K+]. The catalyst is OS(O)(=O)=O. The product is [Br:1][C:2]1[CH:7]=[C:6]([C:8]([CH3:9])([CH3:11])[CH3:10])[C:5]([N+:13]([O-:15])=[O:14])=[CH:4][C:3]=1[NH2:12]. The yield is 0.780.